This data is from Catalyst prediction with 721,799 reactions and 888 catalyst types from USPTO. The task is: Predict which catalyst facilitates the given reaction. (1) Reactant: Cl[C:2]1[C:7]2[CH2:8][C@H:9]3[N:14]([C:6]=2[N:5]=[C:4]([N:15]2[CH2:20][CH2:19][O:18][CH2:17][CH2:16]2)[N:3]=1)[CH2:13][CH2:12][O:11][CH2:10]3.CC1(C)C(C)(C)OB([C:29]2[CH:30]=[N:31][C:32]([NH2:35])=[N:33][CH:34]=2)O1.[O-]P([O-])([O-])=O.[K+].[K+].[K+].O1CCOCC1. Product: [O:18]1[CH2:19][CH2:20][N:15]([C:4]2[N:3]=[C:2]([C:29]3[CH:30]=[N:31][C:32]([NH2:35])=[N:33][CH:34]=3)[C:7]3[CH2:8][C@H:9]4[N:14]([C:6]=3[N:5]=2)[CH2:13][CH2:12][O:11][CH2:10]4)[CH2:16][CH2:17]1. The catalyst class is: 6. (2) Reactant: [N+:1]([C:4]1[CH:9]=[CH:8][C:7]([S:10]([N:13]([C:32]2[CH:37]=[CH:36][CH:35]=[CH:34][CH:33]=2)[CH:14]2[CH2:19][CH2:18][N:17]([C@@H:20]3[CH2:25][CH2:24][CH2:23][CH2:22][C@@H:21]3[C:26]3[CH:31]=[CH:30][CH:29]=[CH:28][CH:27]=3)[CH2:16][CH2:15]2)(=[O:12])=[O:11])=[CH:6][CH:5]=1)([O-])=O. Product: [NH2:1][C:4]1[CH:9]=[CH:8][C:7]([S:10]([N:13]([C:32]2[CH:33]=[CH:34][CH:35]=[CH:36][CH:37]=2)[CH:14]2[CH2:15][CH2:16][N:17]([C@@H:20]3[CH2:25][CH2:24][CH2:23][CH2:22][C@@H:21]3[C:26]3[CH:27]=[CH:28][CH:29]=[CH:30][CH:31]=3)[CH2:18][CH2:19]2)(=[O:12])=[O:11])=[CH:6][CH:5]=1. The catalyst class is: 32. (3) The catalyst class is: 2. Product: [CH2:2]([C@H:5]1[CH2:9][N:8]([C:42]([CH:41]2[CH2:40][C:39]3[C:34](=[CH:35][C:36]([Cl:45])=[CH:37][CH:38]=3)[CH2:33][N:32]2[C:30]([O:29][C:25]([CH3:28])([CH3:27])[CH3:26])=[O:31])=[O:43])[CH2:7][C@@:6]1([N:22]=[N+:23]=[N-:24])[C:10]([O:12][CH2:13][C:14](=[O:21])[C:15]1[CH:20]=[CH:19][CH:18]=[CH:17][CH:16]=1)=[O:11])[CH:3]=[CH2:4]. Reactant: Cl.[CH2:2]([C@H:5]1[CH2:9][NH:8][CH2:7][C@@:6]1([N:22]=[N+:23]=[N-:24])[C:10]([O:12][CH2:13][C:14](=[O:21])[C:15]1[CH:20]=[CH:19][CH:18]=[CH:17][CH:16]=1)=[O:11])[CH:3]=[CH2:4].[C:25]([O:29][C:30]([N:32]1[CH:41]([C:42](O)=[O:43])[CH2:40][C:39]2[C:34](=[CH:35][C:36]([Cl:45])=[CH:37][CH:38]=2)[CH2:33]1)=[O:31])([CH3:28])([CH3:27])[CH3:26].CCN(CC)CC.F[P-](F)(F)(F)(F)F.C[N+](C)=C(N(C)C)ON1C2N=CC=CC=2N=N1. (4) Reactant: [Cl:1][C:2]1[C:7]([Cl:8])=[CH:6][CH:5]=[CH:4][C:3]=1[N:9]1[CH2:14][CH2:13][N:12]([CH2:15][CH2:16][CH2:17][CH2:18][O:19][C:20]2[CH:29]=[C:28]3[C:23]([CH:24]([CH2:31][NH:32]C(=O)OC(C)(C)C)[CH2:25][C:26](=[O:30])[NH:27]3)=[CH:22][CH:21]=2)[CH2:11][CH2:10]1.C(O)(C(F)(F)F)=O. Product: [NH2:32][CH2:31][CH:24]1[C:23]2[C:28](=[CH:29][C:20]([O:19][CH2:18][CH2:17][CH2:16][CH2:15][N:12]3[CH2:11][CH2:10][N:9]([C:3]4[CH:4]=[CH:5][CH:6]=[C:7]([Cl:8])[C:2]=4[Cl:1])[CH2:14][CH2:13]3)=[CH:21][CH:22]=2)[NH:27][C:26](=[O:30])[CH2:25]1. The catalyst class is: 4. (5) Reactant: [CH2:1](Br)[C:2]1[CH:7]=[CH:6][CH:5]=[CH:4][CH:3]=1.[CH:9]([C:11]1[CH:16]=[CH:15][C:14](B(O)O)=[CH:13][CH:12]=1)=[O:10].C(=O)([O-])[O-].[K+].[K+].C(O)(=O)CC(CC(O)=O)(C(O)=O)O. Product: [CH2:1]([C:14]1[CH:15]=[CH:16][C:11]([CH:9]=[O:10])=[CH:12][CH:13]=1)[C:2]1[CH:7]=[CH:6][CH:5]=[CH:4][CH:3]=1. The catalyst class is: 7. (6) Reactant: C([O:3][C:4](=[O:13])[CH2:5][C:6]1(O)[CH2:11][CH2:10][O:9][CH2:8][CH2:7]1)C.[C:14](#[N:21])[C:15]1[CH:20]=[CH:19][CH:18]=[CH:17][CH:16]=1.S(=O)(=O)(O)[OH:23]. Product: [C:14]([NH:21][C:6]1([CH2:5][C:4]([OH:3])=[O:13])[CH2:7][CH2:8][O:9][CH2:10][CH2:11]1)(=[O:23])[C:15]1[CH:20]=[CH:19][CH:18]=[CH:17][CH:16]=1. The catalyst class is: 6. (7) Reactant: [NH3:1].[CH3:2][O:3][C:4]1[CH:9]=[C:8]([CH3:10])[C:7]([S:11](Cl)(=[O:13])=[O:12])=[C:6]([CH3:15])[C:5]=1[CH3:16].C(Cl)Cl. Product: [CH3:2][O:3][C:4]1[CH:9]=[C:8]([CH3:10])[C:7]([S:11]([NH2:1])(=[O:13])=[O:12])=[C:6]([CH3:15])[C:5]=1[CH3:16]. The catalyst class is: 21.